This data is from Reaction yield outcomes from USPTO patents with 853,638 reactions. The task is: Predict the reaction yield, written as a fraction of the theoretical maximum amount of product (1.0 means a 100% yield; for example, 0.34 means a 34% yield). (1) The reactants are [N:1]1[CH:6]=[CH:5][CH:4]=[CH:3][C:2]=1[C:7](Cl)=[N:8][OH:9].[OH:11][C:12]1[CH:13]=[C:14]([C:18]#[CH:19])[CH:15]=[CH:16][CH:17]=1.C(N(CC)CC)C. The catalyst is C1COCC1.C(Cl)Cl. The product is [OH:11][C:12]1[CH:13]=[C:14]([C:18]2[O:9][N:8]=[C:7]([C:2]3[CH:3]=[CH:4][CH:5]=[CH:6][N:1]=3)[CH:19]=2)[CH:15]=[CH:16][CH:17]=1. The yield is 0.440. (2) The reactants are [I-].[CH3:2][S+](C)(C)=O.[H-].[Na+].[Br:9][C:10]1[C:11]([OH:32])=[C:12]([CH:16]=[N:17][C:18]2[CH:31]=[CH:30][C:21]3[C@H:22]([CH2:25][C:26]([O:28][CH3:29])=[O:27])[CH2:23][O:24][C:20]=3[CH:19]=2)[CH:13]=[CH:14][CH:15]=1.[Cl-].[NH4+]. The catalyst is CS(C)=O.C(OCC)(=O)C. The product is [Br:9][C:10]1[C:11]2[O:32][CH2:2][CH:16]([NH:17][C:18]3[CH:31]=[CH:30][C:21]4[C@H:22]([CH2:25][C:26]([O:28][CH3:29])=[O:27])[CH2:23][O:24][C:20]=4[CH:19]=3)[C:12]=2[CH:13]=[CH:14][CH:15]=1. The yield is 0.690. (3) The reactants are C(OC([CH2:8][NH:9][C:10]1[N:15]=[C:14]([C:16]2[CH:21]=[CH:20][C:19]([CH:22]=[CH:23][C:24]([O:26][CH2:27][CH3:28])=[O:25])=[CH:18][CH:17]=2)[CH:13]=[CH:12][CH:11]=1)=O)(C)(C)C.FC(F)(F)C(O)=O.C(=O)([O-])O.[Na+].[CH2:41]([N:48]=[C:49]=[O:50])[CH2:42][CH2:43][CH2:44][CH2:45][CH2:46][CH3:47].CN(C1C=CC=CN=1)C. The catalyst is ClCCl.C(N(CC)CC)C.O. The product is [CH2:41]([NH:48][C:49](=[O:50])[N:9]([C:10]1[N:15]=[C:14]([C:16]2[CH:17]=[CH:18][C:19]([CH:22]=[CH:23][C:24]([O:26][CH2:27][CH3:28])=[O:25])=[CH:20][CH:21]=2)[CH:13]=[CH:12][CH:11]=1)[CH3:8])[CH2:42][CH2:43][CH2:44][CH2:45][CH2:46][CH3:47]. The yield is 0.510. (4) The reactants are C([Mg]Cl)(C)C.[Li]CCCC.I[C:12]1[C:16]([CH2:17][N:18]([S:26]([C:29]2[CH:34]=[CH:33][C:32]([C:35]([F:38])([F:37])[F:36])=[CH:31][CH:30]=2)(=[O:28])=[O:27])[C:19](=[O:25])[O:20][C:21]([CH3:24])([CH3:23])[CH3:22])=[CH:15][N:14]([CH2:39][O:40][CH3:41])[N:13]=1.[F:42][C:43]1[CH:50]=[CH:49][C:46]([CH:47]=[O:48])=[CH:45][CH:44]=1. The catalyst is C1COCC1. The product is [F:42][C:43]1[CH:50]=[CH:49][C:46]([CH:47]([OH:48])[C:12]2[C:16]([CH2:17][N:18]([S:26]([C:29]3[CH:34]=[CH:33][C:32]([C:35]([F:38])([F:37])[F:36])=[CH:31][CH:30]=3)(=[O:28])=[O:27])[C:19](=[O:25])[O:20][C:21]([CH3:24])([CH3:23])[CH3:22])=[CH:15][N:14]([CH2:39][O:40][CH3:41])[N:13]=2)=[CH:45][CH:44]=1. The yield is 0.550.